From a dataset of Full USPTO retrosynthesis dataset with 1.9M reactions from patents (1976-2016). Predict the reactants needed to synthesize the given product. (1) Given the product [NH2:1][C:4]1[CH:5]=[CH:6][C:7]([C:10]2([C:14]#[N:15])[CH2:13][CH2:12][CH2:11]2)=[CH:8][CH:9]=1, predict the reactants needed to synthesize it. The reactants are: [N+:1]([C:4]1[CH:9]=[CH:8][C:7]([C:10]2([C:14]#[N:15])[CH2:13][CH2:12][CH2:11]2)=[CH:6][CH:5]=1)([O-])=O.CC1CCCO1.[H][H]. (2) Given the product [ClH:1].[ClH:1].[ClH:1].[ClH:1].[NH:9]1[CH2:10][CH2:11][CH:12]([N:15]([CH3:33])[CH2:16][CH2:17][N:18]([CH:20]2[CH2:25][CH2:24][NH:23][CH2:22][CH2:21]2)[CH3:19])[CH2:13][CH2:14]1, predict the reactants needed to synthesize it. The reactants are: [ClH:1].C([N:9]1[CH2:14][CH2:13][CH:12]([N:15]([CH3:33])[CH2:16][CH2:17][N:18]([CH:20]2[CH2:25][CH2:24][N:23](CC3C=CC=CC=3)[CH2:22][CH2:21]2)[CH3:19])[CH2:11][CH2:10]1)C1C=CC=CC=1. (3) Given the product [C:6]([C:5]1[CH:8]=[CH:9][C:2]([NH:1][C:17]2[CH:32]=[C:31]([NH:33][CH:34]([CH3:36])[CH3:35])[C:20]([C:21]([NH:23][CH2:24][C@@H:25]([F:30])[C:26]([OH:29])([CH3:27])[CH3:28])=[O:22])=[CH:19][N:18]=2)=[N:3][C:4]=1[N:10]1[CH2:14][CH2:13][C@H:12]([OH:15])[CH2:11]1)#[N:7], predict the reactants needed to synthesize it. The reactants are: [NH2:1][C:2]1[CH:9]=[CH:8][C:5]([C:6]#[N:7])=[C:4]([N:10]2[CH2:14][CH2:13][C@@H:12]([OH:15])[CH2:11]2)[N:3]=1.Cl[C:17]1[CH:32]=[C:31]([NH:33][CH:34]([CH3:36])[CH3:35])[C:20]([C:21]([NH:23][CH2:24][C@@H:25]([F:30])[C:26]([OH:29])([CH3:28])[CH3:27])=[O:22])=[CH:19][N:18]=1. (4) Given the product [F:34][C:27]1[C:28]([OH:33])=[CH:29][CH:30]=[C:31]2[C:26]=1[C:25](=[O:35])[N:24]([CH2:23][C@H:20]1[CH2:21][CH2:22][C@H:17]([CH:14]([NH:7][CH2:6][C:5]([O:4][CH2:2][CH3:3])=[O:8])[CH3:15])[CH2:18][CH2:19]1)[CH2:32]2, predict the reactants needed to synthesize it. The reactants are: Cl.[CH2:2]([O:4][C:5](=[O:8])[CH2:6][NH2:7])[CH3:3].C(=O)(O)[O-].[Na+].[C:14]([C@H:17]1[CH2:22][CH2:21][C@H:20]([CH2:23][N:24]2[CH2:32][C:31]3[C:26](=[C:27]([F:34])[C:28]([OH:33])=[CH:29][CH:30]=3)[C:25]2=[O:35])[CH2:19][CH2:18]1)(=O)[CH3:15].C(O)(=O)C.C(O[BH-](OC(=O)C)OC(=O)C)(=O)C.[Na+]. (5) Given the product [CH3:11][N:8]1[C:9]2[C:5](=[CH:4][C:3]([CH3:12])=[C:2]([B:13]3[O:17][C:16]([CH3:19])([CH3:18])[C:15]([CH3:21])([CH3:20])[O:14]3)[CH:10]=2)[CH:6]=[N:7]1, predict the reactants needed to synthesize it. The reactants are: Br[C:2]1[CH:10]=[C:9]2[C:5]([CH:6]=[N:7][N:8]2[CH3:11])=[CH:4][C:3]=1[CH3:12].[B:13]1([B:13]2[O:17][C:16]([CH3:19])([CH3:18])[C:15]([CH3:21])([CH3:20])[O:14]2)[O:17][C:16]([CH3:19])([CH3:18])[C:15]([CH3:21])([CH3:20])[O:14]1.C([O-])(=O)C.[K+].CC(=O)OCC.[Cl-].[Na+].O. (6) The reactants are: [N:1]1[CH:6]=[CH:5][C:4]([C:7]([CH:9]2[CH2:16][C:12]3[S:13][CH:14]=[CH:15][C:11]=3[C:10]2=O)=O)=[CH:3][CH:2]=1.O.[NH2:19][NH2:20].C(O)(=O)C. Given the product [N:1]1[CH:6]=[CH:5][C:4]([C:7]2[C:9]3[CH2:16][C:12]4[S:13][CH:14]=[CH:15][C:11]=4[C:10]=3[NH:20][N:19]=2)=[CH:3][CH:2]=1, predict the reactants needed to synthesize it.